Dataset: Peptide-MHC class I binding affinity with 185,985 pairs from IEDB/IMGT. Task: Regression. Given a peptide amino acid sequence and an MHC pseudo amino acid sequence, predict their binding affinity value. This is MHC class I binding data. (1) The peptide sequence is GLCTLVAML. The MHC is HLA-A01:01 with pseudo-sequence HLA-A01:01. The binding affinity (normalized) is 0.0285. (2) The peptide sequence is LYPEPTDLY. The MHC is H-2-Kd with pseudo-sequence H-2-Kd. The binding affinity (normalized) is 0. (3) The peptide sequence is IMEIVSHLR. The MHC is HLA-A03:01 with pseudo-sequence HLA-A03:01. The binding affinity (normalized) is 0.299.